From a dataset of Full USPTO retrosynthesis dataset with 1.9M reactions from patents (1976-2016). Predict the reactants needed to synthesize the given product. (1) The reactants are: Cl[C:2]1[C:11]2[C:6](=[CH:7][CH:8]=[CH:9][CH:10]=2)[N:5]=[CH:4][C:3]=1[NH:12][C:13](=O)[CH2:14][O:15][CH2:16][CH3:17].[NH2:19][CH2:20][C:21]([CH3:24])([OH:23])[CH3:22].C(=O)(O)[O-].[Na+]. Given the product [CH2:16]([O:15][CH2:14][C:13]1[N:19]([CH2:20][C:21]([CH3:24])([OH:23])[CH3:22])[C:2]2[C:11]3[CH:10]=[CH:9][CH:8]=[CH:7][C:6]=3[N:5]=[CH:4][C:3]=2[N:12]=1)[CH3:17], predict the reactants needed to synthesize it. (2) Given the product [Cl:7][C:8]1[CH:25]=[CH:24][C:23]([F:26])=[CH:22][C:9]=1[C:10]1[O:19][C:18]2[N:17]=[C:16]([CH3:20])[NH:15][C:14](=[O:21])[C:13]=2[N:12]=1, predict the reactants needed to synthesize it. The reactants are: P(Cl)(Cl)(Cl)(Cl)Cl.[Cl:7][C:8]1[CH:25]=[CH:24][C:23]([F:26])=[CH:22][C:9]=1[C:10]([NH:12][C:13]1[C:14]([OH:21])=[N:15][C:16]([CH3:20])=[N:17][C:18]=1[OH:19])=O. (3) Given the product [CH3:1][O:2][CH2:10][CH2:3][CH2:4][CH2:5][S:6]([F:15])(=[O:8])=[O:7], predict the reactants needed to synthesize it. The reactants are: [CH3:1][OH:2].[CH2:3]1[CH2:10]O[S:6](=[O:8])(=[O:7])[CH2:5][CH2:4]1.S(Cl)(Cl)=O.[F-:15].[K+]. (4) Given the product [CH3:1][O:2][C:3](=[O:25])[C:4]1[CH:5]=[CH:6][C:7]([CH2:10][C:11]2[CH:16]=[CH:15][CH:14]=[CH:13][C:12]=2[OH:17])=[CH:8][CH:9]=1, predict the reactants needed to synthesize it. The reactants are: [CH3:1][O:2][C:3](=[O:25])[C:4]1[CH:9]=[CH:8][C:7]([CH2:10][C:11]2[CH:16]=[CH:15][CH:14]=[CH:13][C:12]=2[O:17]CC2C=CC=CC=2)=[CH:6][CH:5]=1. (5) Given the product [N:1]1([C:6]2[N:11]=[CH:10][C:9]([CH2:12][C:13]([OH:15])=[O:14])=[CH:8][CH:7]=2)[CH:5]=[N:4][N:3]=[N:2]1, predict the reactants needed to synthesize it. The reactants are: [N:1]1([C:6]2[N:11]=[CH:10][C:9]([CH2:12][C:13]([O:15]CC)=[O:14])=[CH:8][CH:7]=2)[CH:5]=[N:4][N:3]=[N:2]1.[OH-].[Na+].OP(O)(O)=O.